Dataset: Forward reaction prediction with 1.9M reactions from USPTO patents (1976-2016). Task: Predict the product of the given reaction. (1) Given the reactants [NH2:1][C:2]1[CH:7]=[CH:6][C:5]([F:8])=[CH:4][C:3]=1[NH2:9].C1(C)C=CC(S(O)(=O)=O)=CC=1.ClC(Cl)C.[F:25][C:26]([F:35])([F:34])[C:27](=O)[C:28](OCC)=[O:29], predict the reaction product. The product is: [F:8][C:5]1[CH:4]=[C:3]2[C:2]([N:1]=[C:27]([C:26]([F:35])([F:34])[F:25])[C:28]([OH:29])=[N:9]2)=[CH:7][CH:6]=1. (2) Given the reactants ON[C:3]([C:5]1N(COCC[Si](C)(C)C)C=N[C:6]=1[NH:18][C:19](=[O:25])[O:20][C:21]([CH3:24])([CH3:23])[CH3:22])=N.[OH:26][NH:27][C:28](C1N=CN(COCC[Si](C)(C)C)C=1NC(=O)OC(C)(C)C)=[NH:29].ONC(C1C(C)=NOC=1NC(=O)OC(C)(C)C)=N.ONC(C1C=C(NC(=O)OC(C)(C)C)C=CC=1)=N.FC1C=C(C=CC=1C)C(NO)=N.C[C:100]1[S:101]C=CC=1C(NO)=N.C(C1SC=CC=1C(NO)=N)C.C(S(NC1SC=C(C(NO)=N)C=1)(=O)=O)C.ONC(C1C=C(NC(=O)NCC(C)C)SC=1)=N.ClCC(NO)=N, predict the reaction product. The product is: [OH:26][NH:27][C:28]([C:3]1[CH:5]=[C:6]([NH:18][C:19](=[O:25])[O:20][C:21]([CH3:22])([CH3:23])[CH3:24])[S:101][CH:100]=1)=[NH:29]. (3) Given the reactants [CH3:1][N:2]([CH:4]=[C:5]([C:8](=O)[CH2:9][CH3:10])[C:6]#[N:7])C.Cl.C(N)=[NH:14].C(N(CC)CC)C, predict the reaction product. The product is: [CH2:9]([C:8]1[C:5]([C:6]#[N:7])=[CH:4][N:2]=[CH:1][N:14]=1)[CH3:10]. (4) The product is: [F:1][C:2]1[CH:3]=[C:4]([C:9]2[CH:18]=[N:17][C:16]3[C:15]([C:19]([OH:21])=[O:20])=[C:14]([OH:23])[C:13]([C:25]4[S:26][CH:27]=[CH:28][CH:29]=4)=[CH:12][C:11]=3[N:10]=2)[CH:5]=[CH:6][C:7]=1[F:8]. Given the reactants [F:1][C:2]1[CH:3]=[C:4]([C:9]2[CH:18]=[N:17][C:16]3[C:15]([C:19]([O:21]C)=[O:20])=[C:14]([O:23]C)[C:13]([C:25]4[S:26][CH:27]=[CH:28][CH:29]=4)=[CH:12][C:11]=3[N:10]=2)[CH:5]=[CH:6][C:7]=1[F:8].B(Br)(Br)Br, predict the reaction product. (5) Given the reactants [CH3:1][C:2]1([CH3:32])[CH2:11][C:10]([CH3:13])([CH3:12])[C:9]2[C:4](=[CH:5][CH:6]=[C:7]([CH:14]([CH2:27][CH2:28][CH2:29][CH2:30][CH3:31])[CH2:15][O:16][C:17]3[CH:26]=[CH:25][C:20]([C:21]([O:23]C)=[O:22])=[CH:19][CH:18]=3)[CH:8]=2)[O:3]1.O.[OH-].[Li+], predict the reaction product. The product is: [CH3:1][C:2]1([CH3:32])[CH2:11][C:10]([CH3:12])([CH3:13])[C:9]2[C:4](=[CH:5][CH:6]=[C:7]([CH:14]([CH2:27][CH2:28][CH2:29][CH2:30][CH3:31])[CH2:15][O:16][C:17]3[CH:18]=[CH:19][C:20]([C:21]([OH:23])=[O:22])=[CH:25][CH:26]=3)[CH:8]=2)[O:3]1. (6) Given the reactants Cl[C:2]1[N:7]2[N:8]=[CH:9][CH:10]=[C:6]2[N:5]=[C:4]([NH:11][C:12](=[O:23])[C:13]2[CH:18]=[CH:17][C:16]([C:19]([OH:22])([CH3:21])[CH3:20])=[CH:15][CH:14]=2)[CH:3]=1.[CH3:24][CH:25]1[O:30][CH:29]([CH3:31])[CH2:28][NH:27][CH2:26]1, predict the reaction product. The product is: [CH3:31][CH:29]1[CH2:28][N:27]([C:2]2[N:7]3[N:8]=[CH:9][CH:10]=[C:6]3[N:5]=[C:4]([NH:11][C:12](=[O:23])[C:13]3[CH:18]=[CH:17][C:16]([C:19]([OH:22])([CH3:21])[CH3:20])=[CH:15][CH:14]=3)[CH:3]=2)[CH2:26][CH:25]([CH3:24])[O:30]1. (7) Given the reactants [NH2:1][C:2]1[C:3]([C:7]2[NH:23][C:10]3=[CH:11][C:12]4[C:13]([CH3:22])([CH3:21])[C:14](=[O:20])[N:15]([CH2:18][CH3:19])[C:16]=4[CH:17]=[C:9]3[N:8]=2)=[N:4][NH:5][CH:6]=1.Cl[C:25]([O:27][CH2:28][C:29]1[CH:34]=[CH:33][CH:32]=[CH:31][CH:30]=1)=[O:26], predict the reaction product. The product is: [CH2:28]([O:27][C:25](=[O:26])[NH:1][C:2]1[C:3]([C:7]2[NH:23][C:10]3=[CH:11][C:12]4[C:13]([CH3:22])([CH3:21])[C:14](=[O:20])[N:15]([CH2:18][CH3:19])[C:16]=4[CH:17]=[C:9]3[N:8]=2)=[N:4][NH:5][CH:6]=1)[C:29]1[CH:34]=[CH:33][CH:32]=[CH:31][CH:30]=1. (8) Given the reactants Cl.Cl.[Cl:3][C:4]1[C:12]([C:13]2[C:21]3[C:20]([NH2:22])=[N:19][CH:18]=[N:17][C:16]=3[N:15]([CH3:23])[CH:14]=2)=[CH:11][CH:10]=[C:9]2[C:5]=1[CH2:6][CH2:7][NH:8]2.OC(C(F)(F)F)=O.[CH3:31][C:32]1[N:37]=[C:36]([CH2:38][C:39](O)=[O:40])[CH:35]=[CH:34][CH:33]=1.CN(C(ON1N=NC2C=CC=NC1=2)=[N+](C)C)C.F[P-](F)(F)(F)(F)F.CCN(C(C)C)C(C)C, predict the reaction product. The product is: [Cl:3][C:4]1[C:12]([C:13]2[C:21]3[C:20]([NH2:22])=[N:19][CH:18]=[N:17][C:16]=3[N:15]([CH3:23])[CH:14]=2)=[CH:11][CH:10]=[C:9]2[C:5]=1[CH2:6][CH2:7][N:8]2[C:39](=[O:40])[CH2:38][C:36]1[CH:35]=[CH:34][CH:33]=[C:32]([CH3:31])[N:37]=1. (9) Given the reactants [CH3:1][O:2][C:3]1[N:8]=[C:7]([NH2:9])[CH:6]=[CH:5][CH:4]=1.[Cl:10][C:11]1[CH:12]=N[CH:14]=[C:15]([Cl:19])[C:16]=1[CH:17]=O.[N+:20]([C:22]1[CH:31]=[CH:30][C:25]2[O:26][CH2:27][CH2:28][O:29][C:24]=2[CH:23]=1)#[C-:21].O1CCOC[CH2:33]1, predict the reaction product. The product is: [Cl:10][C:11]1[CH:12]=[CH:33][CH:14]=[C:15]([Cl:19])[C:16]=1[C:17]1[N:9]=[C:7]2[CH:6]=[CH:5][CH:4]=[C:3]([O:2][CH3:1])[N:8]2[C:21]=1[NH:20][C:22]1[CH:31]=[CH:30][C:25]2[O:26][CH2:27][CH2:28][O:29][C:24]=2[CH:23]=1. (10) Given the reactants [CH3:1][C:2]1([CH3:28])[CH:11]=[CH:10][C:9]2[C:4](=[CH:5][CH:6]=[C:7]([S:12][CH:13]([C:16]3[CH:21]=[C:20]([O:22][CH3:23])[C:19]([O:24][CH3:25])=[C:18]([O:26][CH3:27])[CH:17]=3)[CH2:14][OH:15])[CH:8]=2)[O:3]1.[C:29]1([CH3:39])[CH:34]=[CH:33][C:32]([S:35](Cl)(=[O:37])=[O:36])=[CH:31][CH:30]=1.N1C=CC=CC=1, predict the reaction product. The product is: [CH3:1][C:2]1([CH3:28])[CH:11]=[CH:10][C:9]2[C:4](=[CH:5][CH:6]=[C:7]([S:12][CH:13]([C:16]3[CH:17]=[C:18]([O:26][CH3:27])[C:19]([O:24][CH3:25])=[C:20]([O:22][CH3:23])[CH:21]=3)[CH2:14][O:15][S:35]([C:32]3[CH:33]=[CH:34][C:29]([CH3:39])=[CH:30][CH:31]=3)(=[O:37])=[O:36])[CH:8]=2)[O:3]1.